From a dataset of Reaction yield outcomes from USPTO patents with 853,638 reactions. Predict the reaction yield, written as a fraction of the theoretical maximum amount of product (1.0 means a 100% yield; for example, 0.34 means a 34% yield). The reactants are [N+:1]([C:4]1[CH:5]=[C:6]([C:10]#[N:11])[CH:7]=[CH:8][CH:9]=1)([O-:3])=[O:2].[Cl-].[NH4+].[N-:14]=[N+:15]=[N-:16].[Na+].Cl. The catalyst is CN(C=O)C.O. The product is [N+:1]([C:4]1[CH:5]=[C:6]([C:10]2[N:14]=[N:15][NH:16][N:11]=2)[CH:7]=[CH:8][CH:9]=1)([O-:3])=[O:2]. The yield is 0.720.